This data is from Forward reaction prediction with 1.9M reactions from USPTO patents (1976-2016). The task is: Predict the product of the given reaction. Given the reactants [NH2:1][C@@H:2]([CH2:24][C:25]1[CH:30]=[CH:29][CH:28]=[CH:27][CH:26]=1)[CH2:3][C@H:4]([OH:23])[C@@H:5]([NH:13][C:14](=[O:22])[O:15][CH2:16][C:17]1[S:21][CH:20]=[N:19][CH:18]=1)[CH2:6][C:7]1[CH:12]=[CH:11][CH:10]=[CH:9][CH:8]=1.Cl.CN(C)CCCN=C=NCC.ON1C2C=CC=CC=2N=N1.CN[C:55](=[O:57])[OH:56].[NH2:58][C@H:59]([C:64]([OH:66])=O)[C:60]([CH3:63])([CH3:62])[CH3:61].[CH3:67]N1CCOCC1, predict the reaction product. The product is: [CH2:24]([C@H:2]([NH:1][C:64](=[O:66])[C@H:59]([C:60]([CH3:63])([CH3:62])[CH3:61])[NH:58][C:55]([O:56][CH3:67])=[O:57])[CH2:3][C@H:4]([OH:23])[C@@H:5]([NH:13][C:14]([O:15][CH2:16][C:17]1[S:21][CH:20]=[N:19][CH:18]=1)=[O:22])[CH2:6][C:7]1[CH:12]=[CH:11][CH:10]=[CH:9][CH:8]=1)[C:25]1[CH:26]=[CH:27][CH:28]=[CH:29][CH:30]=1.